Dataset: Full USPTO retrosynthesis dataset with 1.9M reactions from patents (1976-2016). Task: Predict the reactants needed to synthesize the given product. (1) Given the product [Cl:1][C:2]1[CH:3]=[CH:4][C:5]([NH:11][C:12](=[O:15])[CH2:13][NH:30][C:25]2[CH:24]=[C:23]([C:20]3[CH:21]=[CH:22][C:17]([F:16])=[CH:18][CH:19]=3)[CH:28]=[CH:27][C:26]=2[CH3:29])=[C:6]([CH:10]=1)[C:7]([OH:9])=[O:8], predict the reactants needed to synthesize it. The reactants are: [Cl:1][C:2]1[CH:3]=[CH:4][C:5]([NH:11][C:12](=[O:15])[CH2:13]Cl)=[C:6]([CH:10]=1)[C:7]([OH:9])=[O:8].[F:16][C:17]1[CH:22]=[CH:21][C:20]([C:23]2[CH:28]=[CH:27][C:26]([CH3:29])=[C:25]([NH2:30])[CH:24]=2)=[CH:19][CH:18]=1.[I-].[Na+]. (2) Given the product [F:51][C:48]1([F:50])[CH2:49][C@@H:47]1[CH2:46][O:45][C:9]1[CH:10]=[CH:11][C:12]([C:15]2[O:16][C:17]3[C:22]([F:23])=[C:21]([O:24][CH2:25][C@@H:26]([NH:28][C:29](=[O:31])[CH3:30])[CH3:27])[N:20]=[CH:19][C:18]=3[N:32]=2)=[N:13][CH:14]=1, predict the reactants needed to synthesize it. The reactants are: C(O[C:9]1[CH:10]=[CH:11][C:12]([C:15]2[O:16][C:17]3[C:22]([F:23])=[C:21]([O:24][CH2:25][C@@H:26]([NH:28][C:29](=[O:31])[CH3:30])[CH3:27])[N:20]=[CH:19][C:18]=3[N:32]=2)=[N:13][CH:14]=1)C1C=CC=CC=1.[N+](C1C=CC(S([O:45][CH2:46][C@H:47]2[CH2:49][C:48]2([F:51])[F:50])(=O)=O)=CC=1)([O-])=O. (3) Given the product [Br:1][C:2]1[N:11]=[C:10]([C:12]([N:14]([C:38](=[O:40])[CH2:36][C:35]2[CH:34]=[CH:29][CH:30]=[CH:31][CH:32]=2)[NH2:15])=[O:13])[C:9]([O:25][CH3:26])=[C:8]2[C:3]=1[CH:4]=[CH:5][CH:6]=[N:7]2, predict the reactants needed to synthesize it. The reactants are: [Br:1][C:2]1[N:11]=[C:10]([C:12]([NH:14][NH:15]C(=O)CC2C=CC=CC=2)=[O:13])[C:9]([O:25][CH3:26])=[C:8]2[C:3]=1[CH:4]=[CH:5][CH:6]=[N:7]2.BrC1N=[C:36]([C:38]([OH:40])=O)[C:35](OC)=[C:34]2[C:29]=1[CH:30]=[CH:31][CH:32]=N2.C1(CC(NN)=O)C=CC=CC=1.Cl.CN(C)CCCN=C=NCC. (4) Given the product [CH2:21]([O:23][C:24](=[O:47])[C:25]([O:28][C:29]1[CH:34]=[C:33]([C:35]([F:37])([F:38])[F:36])[CH:32]=[C:31]([N:39]([C:40]([O:42][C:43]([CH3:46])([CH3:45])[CH3:44])=[O:41])[CH3:1])[CH:30]=1)([CH3:27])[CH3:26])[CH3:22], predict the reactants needed to synthesize it. The reactants are: [CH2:1](OC(=O)C(OC1C=C(C(F)(F)F)C=C(N)C=1)(C)C)C.[CH2:21]([O:23][C:24](=[O:47])[C:25]([O:28][C:29]1[CH:34]=[C:33]([C:35]([F:38])([F:37])[F:36])[CH:32]=[C:31]([NH:39][C:40]([O:42][C:43]([CH3:46])([CH3:45])[CH3:44])=[O:41])[CH:30]=1)([CH3:27])[CH3:26])[CH3:22].C(OC(OC(C)(C)C)=O)(OC(C)(C)C)=O.C(=O)([O-])O.[Na+]. (5) Given the product [Cl:18][CH2:17][CH2:16][CH2:15][O:1][C:2]1[CH:11]=[CH:10][C:5]([C:6]([O:8][CH3:9])=[O:7])=[CH:4][C:3]=1[O:12][CH3:13], predict the reactants needed to synthesize it. The reactants are: [OH:1][C:2]1[CH:11]=[CH:10][C:5]([C:6]([O:8][CH3:9])=[O:7])=[CH:4][C:3]=1[O:12][CH3:13].Br[CH2:15][CH2:16][CH2:17][Cl:18].C(=O)([O-])[O-].[K+].[K+].[Cl-].[K+]. (6) Given the product [C:22]([O:21][C:19]([NH:16][C:14]1[CH:13]=[C:8]([CH:7]=[C:6]([Cl:5])[CH:15]=1)[C:9]([O:11][CH3:12])=[O:10])=[O:20])([CH3:25])([CH3:24])[CH3:23], predict the reactants needed to synthesize it. The reactants are: C(O)(=O)C.[Cl:5][C:6]1[CH:7]=[C:8]([CH:13]=[C:14]([N+:16]([O-])=O)[CH:15]=1)[C:9]([O:11][CH3:12])=[O:10].[C:19](O[C:19]([O:21][C:22]([CH3:25])([CH3:24])[CH3:23])=[O:20])([O:21][C:22]([CH3:25])([CH3:24])[CH3:23])=[O:20].C(=O)(O)[O-].[Na+]. (7) Given the product [Br:1][C:4]([CH3:13])([CH3:3])[C:5]([C:7]1[CH:12]=[CH:11][CH:10]=[CH:9][N:8]=1)=[O:6], predict the reactants needed to synthesize it. The reactants are: [Br:1]Br.[CH3:3][CH:4]([CH3:13])[C:5]([C:7]1[CH:12]=[CH:11][CH:10]=[CH:9][N:8]=1)=[O:6].